Predict the reaction yield, written as a fraction of the theoretical maximum amount of product (1.0 means a 100% yield; for example, 0.34 means a 34% yield). From a dataset of Reaction yield outcomes from USPTO patents with 853,638 reactions. (1) The reactants are [CH2:1]([O:8][C:9]1[CH:10]=[CH:11][C:12](=[O:15])[NH:13][CH:14]=1)[C:2]1[CH:7]=[CH:6][CH:5]=[CH:4][CH:3]=1.[CH2:16]([NH:23][C:24]([C:26]1[S:30][C:29](Br)=[N:28][C:27]=1[CH3:32])=[O:25])[C:17]1[CH:22]=[CH:21][CH:20]=[CH:19][CH:18]=1. No catalyst specified. The product is [CH2:16]([NH:23][C:24]([C:26]1[S:30][C:29]([N:13]2[CH:14]=[C:9]([O:8][CH2:1][C:2]3[CH:3]=[CH:4][CH:5]=[CH:6][CH:7]=3)[CH:10]=[CH:11][C:12]2=[O:15])=[N:28][C:27]=1[CH3:32])=[O:25])[C:17]1[CH:18]=[CH:19][CH:20]=[CH:21][CH:22]=1. The yield is 0.320. (2) The reactants are [CH2:1]([N:8]1[CH2:13][CH2:12][CH:11](O)[CH2:10][CH2:9]1)[C:2]1[CH:7]=[CH:6][CH:5]=[CH:4][CH:3]=1.Cl[C:16]([O:18]C1C=CC([N+]([O-])=O)=CC=1)=[O:17].N[CH:29]([C:36]1[CH:41]=[CH:40][CH:39]=[CH:38][CH:37]=1)[C:30]1[CH:35]=[CH:34][CH:33]=[CH:32][CH:31]=1.C(#[N:44])C. No catalyst specified. The product is [C:16](=[O:17])([O:18][C:29]([CH:11]1[CH2:12][CH2:13][N:8]([CH2:1][C:2]2[CH:7]=[CH:6][CH:5]=[CH:4][CH:3]=2)[CH2:9][CH2:10]1)([C:36]1[CH:41]=[CH:40][CH:39]=[CH:38][CH:37]=1)[C:30]1[CH:35]=[CH:34][CH:33]=[CH:32][CH:31]=1)[NH2:44]. The yield is 0.500. (3) The reactants are [N+:1]([C:4]1[CH:18]=[CH:17][C:7]([O:8][CH2:9][CH2:10][N:11]2[CH2:16][CH2:15][O:14][CH2:13][CH2:12]2)=[CH:6][CH:5]=1)([O-])=O.[H][H]. The catalyst is C(OCC)(=O)C.[Pd]. The product is [N:11]1([CH2:10][CH2:9][O:8][C:7]2[CH:17]=[CH:18][C:4]([NH2:1])=[CH:5][CH:6]=2)[CH2:16][CH2:15][O:14][CH2:13][CH2:12]1. The yield is 0.720. (4) The reactants are Br[C:2]1[CH:3]=[C:4]([C:7]([OH:12])=[CH:8][C:9]=1[O:10][CH3:11])[CH:5]=[O:6].[CH3:13][C:14]1[C:15](B(O)O)=[CH:16][C:17]2[C:18]([CH3:27])([CH3:26])[CH2:19][CH2:20][C:21]([CH3:25])([CH3:24])[C:22]=2[CH:23]=1.C(=O)([O-])[O-].[K+].[K+].O. The catalyst is COCCOC.C1C=CC([P]([Pd]([P](C2C=CC=CC=2)(C2C=CC=CC=2)C2C=CC=CC=2)([P](C2C=CC=CC=2)(C2C=CC=CC=2)C2C=CC=CC=2)[P](C2C=CC=CC=2)(C2C=CC=CC=2)C2C=CC=CC=2)(C2C=CC=CC=2)C2C=CC=CC=2)=CC=1. The product is [CH3:13][C:14]1[C:15]([C:2]2[CH:3]=[C:4]([C:7]([OH:12])=[CH:8][C:9]=2[O:10][CH3:11])[CH:5]=[O:6])=[CH:16][C:17]2[C:18]([CH3:27])([CH3:26])[CH2:19][CH2:20][C:21]([CH3:25])([CH3:24])[C:22]=2[CH:23]=1. The yield is 0.730. (5) The reactants are C([O:4][C:5]1[CH:6]=[C:7]([C:15]([O:17][CH3:18])=[O:16])[CH:8]=[C:9]([CH:14]=1)[C:10]([O:12][CH3:13])=[O:11])C=C.CN(C)[C:21]1[CH:26]=CC=C[CH:22]=1. The catalyst is CCOC(C)=O. The product is [CH2:26]([C:14]1[C:5]([OH:4])=[CH:6][C:7]([C:15]([O:17][CH3:18])=[O:16])=[CH:8][C:9]=1[C:10]([O:12][CH3:13])=[O:11])[CH:21]=[CH2:22]. The yield is 0.700.